Dataset: Full USPTO retrosynthesis dataset with 1.9M reactions from patents (1976-2016). Task: Predict the reactants needed to synthesize the given product. (1) Given the product [Cl:11][C:8]1[CH:9]=[CH:10][C:2]([C:23](=[O:24])[C:22]2[CH:29]=[CH:30][C:19]([O:18][CH3:17])=[CH:20][CH:21]=2)=[C:3]([CH:7]=1)[C:4]([OH:6])=[O:5], predict the reactants needed to synthesize it. The reactants are: Br[C:2]1[CH:10]=[CH:9][C:8]([Cl:11])=[CH:7][C:3]=1[C:4]([OH:6])=[O:5].C([Li])CCC.[CH3:17][O:18][C:19]1[CH:30]=[CH:29][C:22]([C:23](N(OC)C)=[O:24])=[CH:21][CH:20]=1. (2) Given the product [CH3:14][N:11]1[C:12]2[C:8](=[CH:7][CH:6]=[C:5]([C:3]([OH:4])=[O:2])[CH:13]=2)[CH:9]=[CH:10]1, predict the reactants needed to synthesize it. The reactants are: C[O:2][C:3]([C:5]1[CH:13]=[C:12]2[C:8]([CH:9]=[CH:10][N:11]2[CH3:14])=[CH:7][CH:6]=1)=[O:4].[Li+].[OH-]. (3) Given the product [OH:1][C:2]1[C:3]([C:16]([NH:18][C:19]2[CH:24]=[CH:23][CH:22]=[CH:21][CH:20]=2)=[O:17])=[CH:4][N:5]([CH2:9][C:10]2[CH:15]=[CH:14][CH:13]=[CH:12][CH:11]=2)[C:6](=[O:8])[C:7]=1[C:67]([NH:66][CH2:65][C:40]([OH:42])=[O:41])=[O:68], predict the reactants needed to synthesize it. The reactants are: [OH:1][C:2]1[C:3]([C:16]([NH:18][C:19]2[CH:24]=[CH:23][CH:22]=[CH:21][CH:20]=2)=[O:17])=[CH:4][N:5]([CH2:9][C:10]2[CH:15]=[CH:14][CH:13]=[CH:12][CH:11]=2)[C:6](=[O:8])[CH:7]=1.OC1C([C:40]([OH:42])=[O:41])=CN(CC2C=CC=CC=2)C(=O)C=1.C(Cl)CCl.O.N1C2C(=NC=CC=2)N(O)N=1.NC1C=CC=CC=1.[CH3:65][N:66](C)[CH:67]=[O:68]. (4) Given the product [OH:24][C:25]([C:28]1[O:32][N:31]=[C:30]([C:33]2[CH:34]=[C:35]([CH:38]=[CH:39][CH:40]=2)[CH2:36][NH:37][C:20]([C:17]2[CH:18]=[N:19][C:14]([C:9]3[CH:10]=[CH:11][CH:12]=[CH:13][N:8]=3)=[N:15][CH:16]=2)=[O:22])[N:29]=1)([CH3:27])[CH3:26], predict the reactants needed to synthesize it. The reactants are: CN1CCOCC1.[N:8]1[CH:13]=[CH:12][CH:11]=[CH:10][C:9]=1[C:14]1[N:19]=[CH:18][C:17]([C:20]([OH:22])=O)=[CH:16][N:15]=1.Cl.[OH:24][C:25]([C:28]1[O:32][N:31]=[C:30]([C:33]2[CH:34]=[C:35]([CH:38]=[CH:39][CH:40]=2)[CH2:36][NH2:37])[N:29]=1)([CH3:27])[CH3:26].[Cl-].COC1N=C(OC)N=C([N+]2(C)CCOCC2)N=1. (5) Given the product [NH2:24][CH:20]1[CH2:21][C:22]2[CH:23]=[C:14]([O:13][C:11]3[CH:10]=[CH:9][N:8]=[C:7]([NH:6][C:4]([CH:1]4[CH2:2][CH2:3]4)=[O:5])[CH:12]=3)[CH:15]=[CH:16][C:17]=2[CH2:18][CH2:19]1, predict the reactants needed to synthesize it. The reactants are: [CH:1]1([C:4]([NH:6][C:7]2[CH:12]=[C:11]([O:13][C:14]3[CH:23]=[C:22]4[C:17]([CH2:18][CH2:19][CH:20]([NH:24]C(=O)OC(C)(C)C)[CH2:21]4)=[CH:16][CH:15]=3)[CH:10]=[CH:9][N:8]=2)=[O:5])[CH2:3][CH2:2]1.Cl. (6) Given the product [C:26]1([CH:7]([C:1]2[CH:6]=[CH:5][CH:4]=[CH:3][CH:2]=2)[N:8]2[CH2:11][CH:10]([N:12]3[CH2:17][CH2:16][N:15]([CH3:18])[C@H:14]([CH3:25])[CH2:13]3)[CH2:9]2)[CH:27]=[CH:28][CH:29]=[CH:30][CH:31]=1, predict the reactants needed to synthesize it. The reactants are: [C:1]1([CH:7]([C:26]2[CH:31]=[CH:30][CH:29]=[CH:28][CH:27]=2)[N:8]2[CH2:11][CH:10]([N:12]3[CH2:17][CH2:16][N:15]([C:18](OC(C)(C)C)=O)[C@H:14]([CH3:25])[CH2:13]3)[CH2:9]2)[CH:6]=[CH:5][CH:4]=[CH:3][CH:2]=1.C1COCC1.[H-].[Al+3].[Li+].[H-].[H-].[H-].[OH-].[Na+]. (7) Given the product [C:4]([O:3][C:1]([N:8]1[CH2:13][CH2:12][CH:11]([O:14][S:23]([CH3:22])(=[O:25])=[O:24])[CH2:10][CH2:9]1)=[O:2])([CH3:7])([CH3:6])[CH3:5], predict the reactants needed to synthesize it. The reactants are: [C:1]([N:8]1[CH2:13][CH2:12][CH:11]([OH:14])[CH2:10][CH2:9]1)([O:3][C:4]([CH3:7])([CH3:6])[CH3:5])=[O:2].C(N(CC)CC)C.[CH3:22][S:23](Cl)(=[O:25])=[O:24]. (8) Given the product [F:1][C:2]1[CH:3]=[CH:4][C:5]([O:6][C:7]2[CH:8]=[CH:9][C:10]([C:25]3[N:30]=[C:29]([NH2:31])[CH:28]=[CH:27][CH:26]=3)=[CH:11][CH:12]=2)=[CH:22][CH:23]=1, predict the reactants needed to synthesize it. The reactants are: [F:1][C:2]1[CH:23]=[CH:22][C:5]([O:6][C:7]2[CH:12]=[CH:11][C:10](B3OC(C)(C)C(C)(C)O3)=[CH:9][CH:8]=2)=[CH:4][CH:3]=1.Br[C:25]1[N:30]=[C:29]([NH2:31])[CH:28]=[CH:27][CH:26]=1.C(=O)([O-])[O-].[Na+].[Na+]. (9) Given the product [N:1]1[C:10]2[NH:9][C:8]3[CH:11]=[C:12]([C:15]([OH:17])=[O:16])[CH:13]=[CH:14][C:7]=3[S:6][C:5]=2[N:4]=[CH:3][CH:2]=1, predict the reactants needed to synthesize it. The reactants are: [N:1]1[C:10]2[NH:9][C:8]3[CH:11]=[C:12]([C:15]([O:17]C)=[O:16])[CH:13]=[CH:14][C:7]=3[S:6][C:5]=2[N:4]=[CH:3][CH:2]=1.[OH-].[Na+].